This data is from Peptide-MHC class II binding affinity with 134,281 pairs from IEDB. The task is: Regression. Given a peptide amino acid sequence and an MHC pseudo amino acid sequence, predict their binding affinity value. This is MHC class II binding data. (1) The peptide sequence is ADEEQQQALSSQMGF. The MHC is HLA-DQA10401-DQB10402 with pseudo-sequence HLA-DQA10401-DQB10402. The binding affinity (normalized) is 0.242. (2) The peptide sequence is GELQIVAKIDAAFKI. The MHC is DRB4_0101 with pseudo-sequence DRB4_0103. The binding affinity (normalized) is 0.611. (3) The peptide sequence is SLYVRASGRVTVSTK. The MHC is DRB1_0301 with pseudo-sequence DRB1_0301. The binding affinity (normalized) is 0.414. (4) The MHC is DRB4_0101 with pseudo-sequence DRB4_0103. The peptide sequence is RGIEYIQHNGVVQES. The binding affinity (normalized) is 0.500. (5) The peptide sequence is ENVIDVKLVDANGKL. The MHC is DRB1_0101 with pseudo-sequence DRB1_0101. The binding affinity (normalized) is 0.303. (6) The peptide sequence is LSADQISTVQASFDKVK. The MHC is DRB1_0301 with pseudo-sequence DRB1_0301. The binding affinity (normalized) is 0.202. (7) The MHC is HLA-DQA10501-DQB10201 with pseudo-sequence HLA-DQA10501-DQB10201. The peptide sequence is KGSNPNYLALLVKYV. The binding affinity (normalized) is 0.189. (8) The peptide sequence is AQLHVGAKQENWNTS. The MHC is DRB1_0401 with pseudo-sequence DRB1_0401. The binding affinity (normalized) is 0.0288.